From a dataset of Full USPTO retrosynthesis dataset with 1.9M reactions from patents (1976-2016). Predict the reactants needed to synthesize the given product. (1) Given the product [CH3:1][C@H:2]1[NH:3][CH2:4][CH2:5][N:6]([C:20]([O:19][C:16]([CH3:18])([CH3:17])[CH3:15])=[O:21])[CH2:7]1, predict the reactants needed to synthesize it. The reactants are: [CH3:1][C@H:2]1[CH2:7][NH:6][CH2:5][CH2:4][NH:3]1.CCN(CC)CC.[CH3:15][C:16]([O:19][C:20](O[C:20]([O:19][C:16]([CH3:18])([CH3:17])[CH3:15])=[O:21])=[O:21])([CH3:18])[CH3:17].OS([O-])(=O)=O.[Na+].C([O-])([O-])=O.[Na+].[Na+]. (2) The reactants are: [F:1][C:2]1[CH:7]=[CH:6][C:5]([O:8][C:9]2[CH:14]=[CH:13][C:12]([CH2:15][CH2:16][OH:17])=[CH:11][CH:10]=2)=[CH:4][CH:3]=1.[N:18]#[C:19][NH2:20].FC(F)(F)S(O)(=O)=O. Given the product [C:19](=[NH:18])([O:17][CH2:16][CH2:15][C:12]1[CH:13]=[CH:14][C:9]([O:8][C:5]2[CH:6]=[CH:7][C:2]([F:1])=[CH:3][CH:4]=2)=[CH:10][CH:11]=1)[NH2:20], predict the reactants needed to synthesize it. (3) Given the product [CH3:19][C:13]1([C:11]([C:10]2[C:4]3[C:5](=[N:6][CH:7]=[C:2]([C:27]4[CH:28]=[CH:29][CH:30]=[C:25]([N:20]5[CH2:21][CH2:22][CH2:23][CH2:24]5)[CH:26]=4)[N:3]=3)[NH:8][CH:9]=2)=[O:12])[CH2:18][CH2:17][CH2:16][CH2:15][CH2:14]1, predict the reactants needed to synthesize it. The reactants are: Br[C:2]1[N:3]=[C:4]2[C:10]([C:11]([C:13]3([CH3:19])[CH2:18][CH2:17][CH2:16][CH2:15][CH2:14]3)=[O:12])=[CH:9][NH:8][C:5]2=[N:6][CH:7]=1.[N:20]1([C:25]2[CH:26]=[C:27](B(O)O)[CH:28]=[CH:29][CH:30]=2)[CH2:24][CH2:23][CH2:22][CH2:21]1.C([O-])([O-])=O.[K+].[K+].O1CCOCC1. (4) Given the product [F:37][C:23]1([CH2:22][CH2:21][CH:14]2[C:13]3[C:17](=[C:9]([OH:8])[CH:10]=[CH:11][CH:12]=3)[C:16]3=[CH:18][N:19]=[CH:20][N:15]23)[CH2:28][CH2:27][CH:26]([OH:29])[CH2:25][CH2:24]1, predict the reactants needed to synthesize it. The reactants are: C([O:8][C:9]1[CH:10]=[CH:11][CH:12]=[C:13]2[C:17]=1[C:16]1=[CH:18][N:19]=[CH:20][N:15]1[CH:14]2[CH2:21][CH2:22][C:23]1([F:37])[CH2:28][CH2:27][CH:26]([O:29][Si](C(C)(C)C)(C)C)[CH2:25][CH2:24]1)C1C=CC=CC=1.CC#N.